From a dataset of Full USPTO retrosynthesis dataset with 1.9M reactions from patents (1976-2016). Predict the reactants needed to synthesize the given product. (1) Given the product [C:28]([NH:27][C:11]1[N:7]2[CH:8]=[CH:9][N:10]=[C:5]([C:3]([OH:4])=[O:2])[C:6]2=[N:13][C:12]=1[C:14]1[S:15][C:16]([C:19]#[C:20][C:21]2[CH:22]=[CH:23][CH:24]=[CH:25][CH:26]=2)=[CH:17][CH:18]=1)([CH3:31])([CH3:29])[CH3:30], predict the reactants needed to synthesize it. The reactants are: C[O:2][C:3]([C:5]1[C:6]2[N:7]([C:11]([NH:27][C:28]([CH3:31])([CH3:30])[CH3:29])=[C:12]([C:14]3[S:15][C:16]([C:19]#[C:20][C:21]4[CH:26]=[CH:25][CH:24]=[CH:23][CH:22]=4)=[CH:17][CH:18]=3)[N:13]=2)[CH:8]=[CH:9][N:10]=1)=[O:4].[OH-].[Na+].C(O)(=O)C.C(Cl)Cl.CCCCCC. (2) Given the product [F:15][C:14]([F:17])([F:16])[O:13][C:10]1[CH:11]=[CH:12][C:7]([N:4]2[CH:5]=[CH:6][C:2]([C:23]3[CH:24]=[CH:25][C:20]([CH:18]=[O:19])=[CH:21][CH:22]=3)=[CH:3]2)=[CH:8][CH:9]=1, predict the reactants needed to synthesize it. The reactants are: Br[C:2]1[CH:6]=[CH:5][N:4]([C:7]2[CH:12]=[CH:11][C:10]([O:13][C:14]([F:17])([F:16])[F:15])=[CH:9][CH:8]=2)[CH:3]=1.[CH:18]([C:20]1[CH:25]=[CH:24][C:23](B(O)O)=[CH:22][CH:21]=1)=[O:19].C([O-])([O-])=O.[Na+].[Na+].O1CCOCC1. (3) Given the product [C:28]([N:2]1[CH2:3][CH2:4][CH:5]([S:8]([C:11]2[CH:18]=[CH:17][C:14]([C:15]#[N:16])=[CH:13][CH:12]=2)(=[O:10])=[O:9])[CH2:6][CH2:7]1)(=[O:30])[CH3:29], predict the reactants needed to synthesize it. The reactants are: Cl.[NH:2]1[CH2:7][CH2:6][CH:5]([S:8]([C:11]2[CH:18]=[CH:17][C:14]([C:15]#[N:16])=[CH:13][CH:12]=2)(=[O:10])=[O:9])[CH2:4][CH2:3]1.CCN(C(C)C)C(C)C.[C:28](Cl)(=[O:30])[CH3:29]. (4) Given the product [F:1][C:2]1[C:3]([CH3:24])=[C:4]([C:8]2([C:20]([O:22][CH3:23])=[O:21])[CH2:12][CH2:11][CH:10]([C:13]3[CH:18]=[CH:17][CH:16]=[CH:15][C:14]=3[CH3:19])[CH2:9]2)[CH:5]=[CH:6][CH:7]=1, predict the reactants needed to synthesize it. The reactants are: [F:1][C:2]1[C:3]([CH3:24])=[C:4]([C:8]2([C:20]([O:22][CH3:23])=[O:21])[CH2:12][CH2:11][C:10]([C:13]3[CH:18]=[CH:17][CH:16]=[CH:15][C:14]=3[CH3:19])=[CH:9]2)[CH:5]=[CH:6][CH:7]=1.